This data is from Full USPTO retrosynthesis dataset with 1.9M reactions from patents (1976-2016). The task is: Predict the reactants needed to synthesize the given product. (1) Given the product [CH3:32][S:29]([C:26]1[CH:27]=[CH:28][C:23]([CH2:22][O:1][C:2]2[CH:3]=[C:4]([CH:8]3[CH2:9][CH2:10][N:11]([C:14]([O:16][C:17]([CH3:20])([CH3:19])[CH3:18])=[O:15])[CH2:12][CH2:13]3)[CH:5]=[CH:6][CH:7]=2)=[CH:24][CH:25]=1)(=[O:30])=[O:31], predict the reactants needed to synthesize it. The reactants are: [OH:1][C:2]1[CH:3]=[C:4]([CH:8]2[CH2:13][CH2:12][N:11]([C:14]([O:16][C:17]([CH3:20])([CH3:19])[CH3:18])=[O:15])[CH2:10][CH2:9]2)[CH:5]=[CH:6][CH:7]=1.Cl[CH2:22][C:23]1[CH:28]=[CH:27][C:26]([S:29]([CH3:32])(=[O:31])=[O:30])=[CH:25][CH:24]=1. (2) Given the product [F:8][C:6]1[CH:5]=[C:4]([CH2:9][CH2:10][NH:11][C:12]2[N:17]=[C:16]([C:18]3[CH:23]=[CH:22][CH:21]=[C:20]([CH2:24][N:25]4[CH2:30][CH2:29][N:28]([CH3:33])[CH2:27][CH:26]4[CH2:31][CH3:32])[CH:19]=3)[CH:15]=[CH:14][N:13]=2)[CH:3]=[C:2]([F:1])[CH:7]=1, predict the reactants needed to synthesize it. The reactants are: [F:1][C:2]1[CH:3]=[C:4]([CH2:9][CH2:10][NH:11][C:12]2[N:17]=[C:16]([C:18]3[CH:23]=[CH:22][CH:21]=[C:20]([CH2:24][N:25]4[CH2:30][CH2:29][NH:28][CH2:27][C@@H:26]4[CH2:31][CH3:32])[CH:19]=3)[CH:15]=[CH:14][N:13]=2)[CH:5]=[C:6]([F:8])[CH:7]=1.[CH2:33]=O.